Dataset: Catalyst prediction with 721,799 reactions and 888 catalyst types from USPTO. Task: Predict which catalyst facilitates the given reaction. (1) The catalyst class is: 15. Product: [OH:1][C:2]1[CH:9]=[C:8]([O:10][CH3:11])[C:5](/[CH:6]=[CH:17]/[S:18]([CH2:21][S:22](/[CH:25]=[CH:26]/[C:5]2[C:4]([O:12][CH3:13])=[CH:3][C:2]([OH:1])=[CH:9][C:8]=2[O:10][CH3:11])(=[O:23])=[O:24])(=[O:19])=[O:20])=[C:4]([O:12][CH3:13])[CH:3]=1. Reactant: [OH:1][C:2]1[CH:9]=[C:8]([O:10][CH3:11])[C:5]([CH:6]=O)=[C:4]([O:12][CH3:13])[CH:3]=1.C([CH2:17][S:18]([CH2:21][S:22]([CH2:25][C:26](O)=O)(=[O:24])=[O:23])(=[O:20])=[O:19])(O)=O. (2) Reactant: [CH3:1][O:2][C:3]1[C:11]([N+:12]([O-])=O)=[CH:10][CH:9]=[C:8]2[C:4]=1[CH2:5][N:6]([CH3:16])[C:7]2=[O:15]. Product: [NH2:12][C:11]1[C:3]([O:2][CH3:1])=[C:4]2[C:8](=[CH:9][CH:10]=1)[C:7](=[O:15])[N:6]([CH3:16])[CH2:5]2. The catalyst class is: 19. (3) Reactant: [NH2:1][CH2:2][CH2:3][OH:4].[C:5](O[C:5]([O:7][C:8]([CH3:11])([CH3:10])[CH3:9])=[O:6])([O:7][C:8]([CH3:11])([CH3:10])[CH3:9])=[O:6].C(=O)([O-])[O-].[K+].[K+]. Product: [C:8]([O:7][C:5](=[O:6])[NH:1][CH2:2][CH2:3][OH:4])([CH3:11])([CH3:10])[CH3:9]. The catalyst class is: 371. (4) The catalyst class is: 75. Reactant: [Cl:1][C:2]1[CH:7]=[CH:6][CH:5]=[C:4]([F:8])[C:3]=1[C:9]1[NH:10][C:11]2[C:16]([CH:17]=1)=[CH:15][C:14](B1OC(C)(C)C(C)(C)O1)=[CH:13][CH:12]=2.Br[C:28]1[CH:33]=[CH:32][C:31]([C:34]2[O:35][CH:36]=[N:37][N:38]=2)=[CH:30][C:29]=1C.[C:40]([O-])([O-])=O.[K+].[K+]. Product: [Cl:1][C:2]1[CH:7]=[CH:6][CH:5]=[C:4]([F:8])[C:3]=1[C:9]1[NH:10][C:11]2[C:16]([CH:17]=1)=[CH:15][C:14]([C:30]1[CH:29]=[CH:28][CH:33]=[CH:32][C:31]=1[C:34]1([CH3:40])[NH:38][N:37]=[CH:36][O:35]1)=[CH:13][CH:12]=2. (5) Reactant: [Cl:1][C:2]1[S:6][C:5]([C:7]([NH:9][CH2:10][C:11]2[CH:12]=[N:13][N:14]([C:16]3[CH:21]=[CH:20][C:19](I)=[CH:18][CH:17]=3)[CH:15]=2)=[O:8])=[CH:4][CH:3]=1.[OH:23][C:24]1[CH:29]=[N:28][CH:27]=[CH:26][N:25]=1.OC1C=CC=C2C=1N=CC=C2.C([O-])([O-])=O.[K+].[K+]. Product: [Cl:1][C:2]1[S:6][C:5]([C:7]([NH:9][CH2:10][C:11]2[CH:12]=[N:13][N:14]([C:16]3[CH:21]=[CH:20][C:19]([N:25]4[CH:26]=[CH:27][N:28]=[CH:29][C:24]4=[O:23])=[CH:18][CH:17]=3)[CH:15]=2)=[O:8])=[CH:4][CH:3]=1. The catalyst class is: 156. (6) Reactant: C([N:8]1[C@@H:13]([CH3:14])[CH2:12][CH2:11][CH2:10][C@@H:9]1[CH:15]=[CH:16][CH2:17][CH3:18])(OC(C)(C)C)=O. Product: [CH:15]([C@H:9]1[CH2:10][CH2:11][CH2:12][C@H:13]([CH3:14])[NH:8]1)=[CH:16][CH2:17][CH3:18]. The catalyst class is: 330. (7) Reactant: [Cl:1][C:2]1[C:7]([C:8]#[C:9][C:10]2[CH:15]=[CH:14][C:13]([Cl:16])=[CH:12][CH:11]=2)=[CH:6][N:5]=[C:4]([N:17]=[CH:18]N(C)C)[N:3]=1.C([OH:25])(C)C.CS(O)(=O)=O. Product: [Cl:1][C:2]1[C:7]([C:8]#[C:9][C:10]2[CH:15]=[CH:14][C:13]([Cl:16])=[CH:12][CH:11]=2)=[CH:6][N:5]=[C:4]([NH:17][CH:18]=[O:25])[N:3]=1. The catalyst class is: 6.